From a dataset of Forward reaction prediction with 1.9M reactions from USPTO patents (1976-2016). Predict the product of the given reaction. (1) Given the reactants Br[CH2:2][C:3]([C:5]1[CH:10]=[CH:9][C:8]([OH:11])=[CH:7][C:6]=1[CH3:12])=O.[NH4+:13].[OH-].[Na+].[CH:16]([OH:18])=O, predict the reaction product. The product is: [CH3:12][C:6]1[CH:7]=[C:8]([OH:11])[CH:9]=[CH:10][C:5]=1[C:3]1[N:13]=[CH:16][O:18][CH:2]=1. (2) Given the reactants [F:1][CH:2]([F:39])[C:3]1[C:4]([C:33]2[CH:34]=[N:35][N:36]([CH3:38])[CH:37]=2)=[CH:5][C:6]([F:32])=[C:7]([NH:9][C:10]2[C:14]3[CH2:15][N:16](C(OC(C)(C)C)=O)[CH2:17][CH2:18][C:13]=3[N:12]([CH:26]3[CH2:31][CH2:30][O:29][CH2:28][CH2:27]3)[N:11]=2)[CH:8]=1.FC(F)(F)C(O)=O, predict the reaction product. The product is: [F:39][CH:2]([F:1])[C:3]1[C:4]([C:33]2[CH:34]=[N:35][N:36]([CH3:38])[CH:37]=2)=[CH:5][C:6]([F:32])=[C:7]([NH:9][C:10]2[C:14]3[CH2:15][NH:16][CH2:17][CH2:18][C:13]=3[N:12]([CH:26]3[CH2:27][CH2:28][O:29][CH2:30][CH2:31]3)[N:11]=2)[CH:8]=1. (3) Given the reactants BrC1C=CC=C2C=1C(C1C(O)=CC3OCOC=3C=1)[C:5](=[O:16])N2CCCCC.[Br:27][C:28]1[CH:36]=[CH:35][CH:34]=[C:33]2[C:29]=1[CH:30]([C:44]1[C:45]([OH:53])=[CH:46][C:47]3[O:51][CH2:50][CH2:49][C:48]=3[CH:52]=1)[C:31](=[O:43])[N:32]2[CH2:37][C:38]([O:40][CH2:41][CH3:42])=[O:39], predict the reaction product. The product is: [Br:27][C:28]1[CH:36]=[CH:35][CH:34]=[C:33]2[C:29]=1[C:30]([C:44]1[C:45]([OH:53])=[CH:46][C:47]3[O:51][CH2:50][CH2:49][C:48]=3[CH:52]=1)([CH2:5][OH:16])[C:31](=[O:43])[N:32]2[CH2:37][C:38]([O:40][CH2:41][CH3:42])=[O:39]. (4) The product is: [N:12]1[C:6]2[C:7](=[N:8][CH:9]=[C:4]([NH2:1])[CH:5]=2)[NH:10][CH:11]=1. Given the reactants [N+:1]([C:4]1[CH:5]=[C:6]2[N:12]=[CH:11][NH:10][C:7]2=[N:8][CH:9]=1)([O-])=O, predict the reaction product. (5) The product is: [CH2:2]1[C:5]2([CH2:9][CH2:8][O:7][CH2:6]2)[CH2:4][N:3]1[CH2:41][C:40]1[CH:39]=[CH:38][C:37]([O:36][CH:34]2[CH2:35][N:32]([C:30]([C:28]3[O:29][C:25]([C:22]4[CH:23]=[CH:24][C:19]([O:18][CH3:17])=[CH:20][CH:21]=4)=[N:26][N:27]=3)=[O:31])[CH2:33]2)=[CH:44][CH:43]=1. Given the reactants Cl.[CH2:2]1[C:5]2([CH2:9][CH2:8][O:7][CH2:6]2)[CH2:4][NH:3]1.C(N(CC)CC)C.[CH3:17][O:18][C:19]1[CH:24]=[CH:23][C:22]([C:25]2[O:29][C:28]([C:30]([N:32]3[CH2:35][CH:34]([O:36][C:37]4[CH:44]=[CH:43][C:40]([CH:41]=O)=[CH:39][CH:38]=4)[CH2:33]3)=[O:31])=[N:27][N:26]=2)=[CH:21][CH:20]=1.[Na].C([O-])(O)=O.[Na+], predict the reaction product. (6) Given the reactants [Cl:1][C:2]1[CH:10]=[C:9]2[C:5]([C:6]([F:13])([CH3:12])[C:7](=[O:11])[NH:8]2)=[CH:4][CH:3]=1.[H-].[Na+].[Cl:16][C:17]1[CH:18]=[C:19]([C:24]([NH:26][C@H:27]2[CH2:32][CH2:31][C@H:30]([CH2:33]OS(C)(=O)=O)[CH2:29][CH2:28]2)=[O:25])[C:20]([CH3:23])=[N:21][CH:22]=1, predict the reaction product. The product is: [Cl:16][C:17]1[CH:22]=[N:21][C:20]([CH3:23])=[C:19]([CH:18]=1)[C:24]([NH:26][C@H:27]1[CH2:32][CH2:31][C@H:30]([CH2:33][N:8]2[C:9]3[C:5](=[CH:4][CH:3]=[C:2]([Cl:1])[CH:10]=3)[C:6]([F:13])([CH3:12])[C:7]2=[O:11])[CH2:29][CH2:28]1)=[O:25].